This data is from Full USPTO retrosynthesis dataset with 1.9M reactions from patents (1976-2016). The task is: Predict the reactants needed to synthesize the given product. (1) Given the product [SH:12][C:8]1[CH:7]=[C:6]([CH2:5][C:3]([O:2][CH3:1])=[O:4])[CH:11]=[CH:10][CH:9]=1, predict the reactants needed to synthesize it. The reactants are: [CH3:1][O:2][C:3]([CH2:5][C:6]1[CH:7]=[C:8]([S:12][S:12][C:8]2[CH:9]=[CH:10][CH:11]=[C:6]([CH2:5][C:3]([O:2][CH3:1])=[O:4])[CH:7]=2)[CH:9]=[CH:10][CH:11]=1)=[O:4].[BH4-].[Na+]. (2) Given the product [CH3:25][O:26][CH2:27][CH2:28][N:29]1[CH:33]=[C:32]([C:2]2[CH:7]=[CH:6][C:5]([N:8]3[C:12]4[N:13]=[C:14]([NH:17][CH:18]5[CH2:23][CH2:22][CH:21]([NH2:24])[CH2:20][CH2:19]5)[N:15]=[CH:16][C:11]=4[N:10]=[N:9]3)=[CH:4][CH:3]=2)[CH:31]=[N:30]1, predict the reactants needed to synthesize it. The reactants are: I[C:2]1[CH:7]=[CH:6][C:5]([N:8]2[C:12]3[N:13]=[C:14]([NH:17][CH:18]4[CH2:23][CH2:22][CH:21]([NH2:24])[CH2:20][CH2:19]4)[N:15]=[CH:16][C:11]=3[N:10]=[N:9]2)=[CH:4][CH:3]=1.[CH3:25][O:26][CH2:27][CH2:28][N:29]1[CH:33]=[C:32](B2OC(C)(C)C(C)(C)O2)[CH:31]=[N:30]1. (3) Given the product [NH2:1][CH:2]1[CH2:7][CH2:6][CH:5]([NH:8][C:17](=[O:16])[CH2:19][CH2:20][CH2:21][CH2:22][CH:23]2[CH:24]3[CH:25]([NH:28][C:29](=[O:30])[NH:31]3)[CH2:26][S:27]2)[CH2:4][CH2:3]1, predict the reactants needed to synthesize it. The reactants are: [NH2:1][CH:2]1[CH2:7][CH2:6][CH:5]([NH2:8])[CH2:4][CH2:3]1.C1C(=O)N([O:16][C:17]([CH2:19][CH2:20][CH2:21][CH2:22][CH:23]2[S:27][CH2:26][CH:25]3[NH:28][C:29]([NH:31][CH:24]23)=[O:30])=O)C(=O)C1.CCOCC. (4) Given the product [CH3:28][S:25]([O:13][CH2:12][C:11]1[N:10]([C:14]2[CH:19]=[CH:18][C:17]([C:20]([NH:22][CH2:23][CH3:24])=[O:21])=[CH:16][CH:15]=2)[N:9]=[N:8][C:7]=1[C:5]([NH:4][CH:1]1[CH2:2][CH2:3]1)=[O:6])(=[O:27])=[O:26], predict the reactants needed to synthesize it. The reactants are: [CH:1]1([NH:4][C:5]([C:7]2[N:8]=[N:9][N:10]([C:14]3[CH:19]=[CH:18][C:17]([C:20]([NH:22][CH2:23][CH3:24])=[O:21])=[CH:16][CH:15]=3)[C:11]=2[CH2:12][OH:13])=[O:6])[CH2:3][CH2:2]1.[S:25](Cl)([CH3:28])(=[O:27])=[O:26].C(N(CC)CC)C. (5) Given the product [CH3:40][C:41]([CH3:46])([CH3:45])[CH2:42][CH2:43][O:44][C:14]1[CH:15]=[CH:16][CH:17]=[C:18]([O:29][CH2:30][CH2:31][C:39]([CH3:38])([CH3:32])[CH3:47])[CH:19]=1, predict the reactants needed to synthesize it. The reactants are: [C:14]1(P([C:14]2[CH:19]=[CH:18][CH:17]=[CH:16][CH:15]=2)[C:14]2[CH:19]=[CH:18][CH:17]=[CH:16][CH:15]=2)[CH:19]=[CH:18][CH:17]=[CH:16][CH:15]=1.CCOC(/N=N/C([O:29][CH2:30][CH3:31])=O)=O.[C:32]1([CH:39]=[CH:38]C=C(O)C=1)O.[CH3:40][C:41]([CH3:46])([CH3:45])[CH2:42][CH2:43][OH:44].[CH2:47]1COCC1.